This data is from Full USPTO retrosynthesis dataset with 1.9M reactions from patents (1976-2016). The task is: Predict the reactants needed to synthesize the given product. (1) Given the product [F:28][C:27]1[CH:26]=[N:25][CH:24]=[C:23]([F:29])[C:22]=1[C:20]1[CH:21]=[C:16]([C:12]2[N:4]3[CH:5]=[CH:6][C:7]([C:8]([OH:11])([CH3:10])[CH3:9])=[C:2]([F:1])[C:3]3=[N:14][CH:13]=2)[CH:17]=[CH:18][C:19]=1[F:30], predict the reactants needed to synthesize it. The reactants are: [F:1][C:2]1[C:3]2[N:4]([CH:12]=[CH:13][N:14]=2)[CH:5]=[CH:6][C:7]=1[C:8]([OH:11])([CH3:10])[CH3:9].Br[C:16]1[CH:17]=[CH:18][C:19]([F:30])=[C:20]([C:22]2[C:27]([F:28])=[CH:26][N:25]=[CH:24][C:23]=2[F:29])[CH:21]=1. (2) Given the product [Br:21][C:16]1[CH:17]=[CH:18][CH:19]=[CH:20][C:15]=1[C:10]1[CH:9]=[C:8]([CH3:22])[C:7]2[C:12](=[CH:13][CH:14]=[C:5]([C:3]([OH:4])=[O:2])[CH:6]=2)[N:11]=1, predict the reactants needed to synthesize it. The reactants are: C[O:2][C:3]([C:5]1[CH:6]=[C:7]2[C:12](=[CH:13][CH:14]=1)[N:11]=[C:10]([C:15]1[CH:20]=[CH:19][CH:18]=[CH:17][C:16]=1[Br:21])[CH:9]=[C:8]2[CH3:22])=[O:4]. (3) Given the product [C:17]([OH:30])(=[O:29])[CH2:18][CH2:19][CH2:20][CH2:21][CH2:22][CH2:23][CH2:24][CH2:25][CH2:26][CH2:27][CH3:28].[OH:8][CH2:9][CH:10]([CH2:11][OH:12])[OH:13].[OH:8][CH2:9][CH:10]([CH2:11][OH:12])[OH:13].[OH:8][CH2:9][CH:10]([CH2:11][OH:12])[OH:13], predict the reactants needed to synthesize it. The reactants are: [CH2:9]([OH:8])[CH:10]([OH:13])[CH2:11][O:12]CC(O)C[O:8][CH2:9][CH:10]([OH:13])[CH2:11][OH:12].[C:17]([OH:30])(=[O:29])[CH2:18][CH2:19][CH2:20][CH2:21][CH2:22][CH2:23][CH2:24][CH2:25][CH2:26][CH2:27][CH3:28].